The task is: Predict the reaction yield, written as a fraction of the theoretical maximum amount of product (1.0 means a 100% yield; for example, 0.34 means a 34% yield).. This data is from Reaction yield outcomes from USPTO patents with 853,638 reactions. (1) The reactants are [Cl:1][C:2]1[CH:7]=[CH:6][C:5]([C@@H:8]2[CH2:12][N:11]([C:13]3[CH:18]=[CH:17][C:16](=[O:19])[NH:15][N:14]=3)[CH2:10][C@H:9]2[C:20]([O:22][CH3:23])=[O:21])=[CH:4][CH:3]=1.[C:24]([O-])([O-])=O.[Cs+].[Cs+].CI. The catalyst is CN(C=O)C. The product is [Cl:1][C:2]1[CH:7]=[CH:6][C:5]([C@@H:8]2[CH2:12][N:11]([C:13]3[CH:18]=[CH:17][C:16](=[O:19])[N:15]([CH3:24])[N:14]=3)[CH2:10][C@H:9]2[C:20]([O:22][CH3:23])=[O:21])=[CH:4][CH:3]=1. The yield is 0.700. (2) The reactants are C(Cl)(=O)C(Cl)=O.CS(C)=O.[CH3:11][O:12][C:13]1[CH:14]=[C:15]([CH2:30][C:31]([N:33]2[CH2:37][CH2:36][CH2:35][CH:34]2[CH2:38]O)=[O:32])[CH:16]=[CH:17][C:18]=1[NH:19][C:20]([NH:22][C:23]1[CH:28]=[CH:27][CH:26]=[CH:25][C:24]=1[CH3:29])=[O:21].C(N(CC)CC)C.[NH2:47][C@@H:48]1[CH2:53][CH2:52][C@H:51]([C:54]([O:56][CH2:57][C:58]2[CH:63]=[CH:62][CH:61]=[CH:60][CH:59]=2)=[O:55])[CH2:50][CH2:49]1.[BH-](OC(C)=O)(OC(C)=O)OC(C)=O.[Na+]. The catalyst is C(Cl)Cl.ClCCCl.CC(O)=O.O. The product is [CH2:57]([O:56][C:54]([C@H:51]1[CH2:52][CH2:53][C@@H:48]([NH:47][CH2:38][CH:34]2[CH2:35][CH2:36][CH2:37][N:33]2[C:31](=[O:32])[CH2:30][C:15]2[CH:16]=[CH:17][C:18]([NH:19][C:20]([NH:22][C:23]3[CH:28]=[CH:27][CH:26]=[CH:25][C:24]=3[CH3:29])=[O:21])=[C:13]([O:12][CH3:11])[CH:14]=2)[CH2:49][CH2:50]1)=[O:55])[C:58]1[CH:59]=[CH:60][CH:61]=[CH:62][CH:63]=1. The yield is 0.830. (3) The reactants are CN.[NH2:3][C:4]1[N:8]([CH2:9][CH2:10][CH2:11][CH2:12][CH2:13][N:14]2C(=O)C3C(=CC=CC=3)C2=O)[C:7]([S:25][C:26]2[C:34]([I:35])=[CH:33][C:29]3[O:30][CH2:31][O:32][C:28]=3[CH:27]=2)=[N:6][C:5]=1[C:36]([NH2:38])=[O:37]. The catalyst is C(O)C. The product is [NH2:3][C:4]1[N:8]([CH2:9][CH2:10][CH2:11][CH2:12][CH2:13][NH2:14])[C:7]([S:25][C:26]2[C:34]([I:35])=[CH:33][C:29]3[O:30][CH2:31][O:32][C:28]=3[CH:27]=2)=[N:6][C:5]=1[C:36]([NH2:38])=[O:37]. The yield is 0.100. (4) The reactants are [F:1][C:2]1[CH:7]=[C:6]([O:8][C:9]2[CH:14]=[CH:13][N:12]=[C:11]([NH:15][C:16]([N:18]3[CH2:21][CH:20]([OH:22])[CH2:19]3)=[O:17])[CH:10]=2)[C:5]([F:23])=[CH:4][C:3]=1[NH:24][C:25]([C:27]1([C:30]([O:32]CC2C=CC=CC=2)=[O:31])[CH2:29][CH2:28]1)=[O:26].CO.[H][H].[CH2:44]([N:46]([CH2:49][CH3:50])[CH2:47][CH3:48])[CH3:45]. The catalyst is O1CCCC1.[Pd]. The product is [CH2:44]([N:46]([CH2:49][CH3:50])[CH2:47][CH3:48])[CH3:45].[F:1][C:2]1[CH:7]=[C:6]([O:8][C:9]2[CH:14]=[CH:13][N:12]=[C:11]([NH:15][C:16]([N:18]3[CH2:19][CH:20]([OH:22])[CH2:21]3)=[O:17])[CH:10]=2)[C:5]([F:23])=[CH:4][C:3]=1[NH:24][C:25]([C:27]1([C:30]([OH:32])=[O:31])[CH2:29][CH2:28]1)=[O:26]. The yield is 0.880. (5) The reactants are [F:1][C:2]([F:21])([F:20])[C:3]1[CH:4]=[C:5](B2OC(C)(C)C(C)(C)O2)[CH:6]=[C:7]([CH:9]=[CH2:10])[CH:8]=1.[F:22][C:23]1[CH:24]=[C:25]([CH:35]([NH:37][C:38]([C:40]2[O:41][C:42](Br)=[CH:43][CH:44]=2)=[O:39])[CH3:36])[CH:26]=[C:27]([F:34])[C:28]=1[NH:29][S:30]([CH3:33])(=[O:32])=[O:31].C([O-])([O-])=O.[Cs+].[Cs+]. The catalyst is Cl[Pd](Cl)([P](C1C=CC=CC=1)(C1C=CC=CC=1)C1C=CC=CC=1)[P](C1C=CC=CC=1)(C1C=CC=CC=1)C1C=CC=CC=1. The product is [F:22][C:23]1[CH:24]=[C:25]([CH:35]([NH:37][C:38]([C:40]2[O:41][C:42]([C:5]3[CH:6]=[C:7]([CH:9]=[CH2:10])[CH:8]=[C:3]([C:2]([F:1])([F:20])[F:21])[CH:4]=3)=[CH:43][CH:44]=2)=[O:39])[CH3:36])[CH:26]=[C:27]([F:34])[C:28]=1[NH:29][S:30]([CH3:33])(=[O:32])=[O:31]. The yield is 0.630.